This data is from CYP1A2 inhibition data for predicting drug metabolism from PubChem BioAssay. The task is: Regression/Classification. Given a drug SMILES string, predict its absorption, distribution, metabolism, or excretion properties. Task type varies by dataset: regression for continuous measurements (e.g., permeability, clearance, half-life) or binary classification for categorical outcomes (e.g., BBB penetration, CYP inhibition). Dataset: cyp1a2_veith. (1) The drug is c1cncc(-c2cc(NCc3cccs3)ncn2)c1. The result is 1 (inhibitor). (2) The compound is O=c1c(-c2ccc(Cl)cc2)nc2cnc(Oc3ccccc3)nc2n1C1CC1. The result is 1 (inhibitor). (3) The compound is CSc1nc(Sc2cccc(Cl)c2)c2ccccc2n1. The result is 1 (inhibitor). (4) The drug is Cc1nn(C)c(C)c1CNC(=O)c1cnn2c1NC(c1ccccc1)CC2C(F)(F)F. The result is 0 (non-inhibitor).